This data is from Reaction yield outcomes from USPTO patents with 853,638 reactions. The task is: Predict the reaction yield, written as a fraction of the theoretical maximum amount of product (1.0 means a 100% yield; for example, 0.34 means a 34% yield). (1) The yield is 0.970. The catalyst is O1CCCC1. The reactants are [I-].[CH3:2][N:3]1[CH:7]=[CH:6][CH:5]=[C:4]1[CH2:8][P+](C1C=CC=CC=1)(C1C=CC=CC=1)C1C=CC=CC=1.CC(C)([O-])C.[K+].[C:34]([O:38][C:39]([NH:41][C@:42]([CH3:54])([CH2:45][O:46][C:47](=[O:53])[CH2:48][CH2:49][CH2:50][CH2:51][CH3:52])[CH2:43]O)=[O:40])([CH3:37])([CH3:36])[CH3:35].[Cl-].[NH4+]. The product is [C:34]([O:38][C:39]([NH:41][C@:42]([CH3:43])([CH:54]=[CH:8][C:4]1[N:3]([CH3:2])[CH:7]=[CH:6][CH:5]=1)[CH2:45][O:46][C:47](=[O:53])[CH2:48][CH2:49][CH2:50][CH2:51][CH3:52])=[O:40])([CH3:37])([CH3:36])[CH3:35]. (2) The catalyst is [Pd].C(OCC)(=O)C.CO. The product is [CH3:1][O:2][C:3](=[O:18])[CH2:4][CH:5]1[CH2:6][CH2:7][N:8]([C:11]([O:13][C:14]([CH3:16])([CH3:15])[CH3:17])=[O:12])[CH2:9][CH2:10]1. The yield is 0.970. The reactants are [CH3:1][O:2][C:3](=[O:18])[CH:4]=[C:5]1[CH2:10][CH2:9][N:8]([C:11]([O:13][C:14]([CH3:17])([CH3:16])[CH3:15])=[O:12])[CH2:7][CH2:6]1.[H][H]. (3) The catalyst is O. The yield is 0.356. The product is [F:1][C:2]1[CH:3]=[C:4]2[C:8](=[CH:9][C:10]=1[NH:11][C:12](=[O:13])[C:14]([OH:16])([CH3:15])[CH3:23])[NH:7][C:6](=[O:20])[CH2:5]2. The reactants are [F:1][C:2]1[CH:3]=[C:4]2[C:8](=[CH:9][C:10]=1[NH:11][C:12]([CH:14]([O:16]C(=O)C)[CH3:15])=[O:13])[NH:7][C:6](=[O:20])[CH2:5]2.[OH-].[Na+].[CH3:23]O. (4) The catalyst is O1CCOCC1.O. The reactants are O1C2C=CC=CC=2N=C1.NC1C=CC=CC=1.C(OC(=O)[NH:23][CH:24]1[CH2:29][CH2:28][N:27]([S:30]([C:33]2[C:41]3[O:40]C(C(C)(C)C)=[N:38][C:37]=3[CH:36]=[CH:35][C:34]=2[Cl:46])(=[O:32])=[O:31])[CH2:26][CH2:25]1)(C)(C)C.OS(O)(=O)=O. The yield is 0.750. The product is [NH2:38][C:37]1[C:41]([OH:40])=[C:33]([S:30]([N:27]2[CH2:26][CH2:25][CH:24]([NH2:23])[CH2:29][CH2:28]2)(=[O:32])=[O:31])[C:34]([Cl:46])=[CH:35][CH:36]=1. (5) The reactants are [CH:1]([C:4]1[CH:9]=[CH:8][C:7]([CH:10]2[C:14]3[C:15]([CH3:23])=[C:16]([NH:20][CH:21]=[O:22])[C:17]([CH3:19])=[CH:18][C:13]=3[O:12][CH2:11]2)=[CH:6][CH:5]=1)([CH3:3])[CH3:2].[C:24](Cl)(=[O:26])[CH3:25]. No catalyst specified. The product is [C:24]([C:18]1[C:13]2[O:12][CH2:11][CH:10]([C:7]3[CH:6]=[CH:5][C:4]([CH:1]([CH3:3])[CH3:2])=[CH:9][CH:8]=3)[C:14]=2[C:15]([CH3:23])=[C:16]([NH:20][CH:21]=[O:22])[C:17]=1[CH3:19])(=[O:26])[CH3:25]. The yield is 0.480. (6) The reactants are C[O:2][C:3]([C:5]1[C:6]([C:14]2[CH:19]=[CH:18][CH:17]=[CH:16][C:15]=2[N+:20]([O-:22])=[O:21])=[CH:7][CH:8]=[C:9]([C:11](=[S:13])[NH2:12])[CH:10]=1)=[O:4].Br.Br[CH2:25][C:26]([C:28]1[CH:33]=[CH:32][CH:31]=[CH:30][N:29]=1)=O. No catalyst specified. The product is [N+:20]([C:15]1[CH:16]=[CH:17][CH:18]=[CH:19][C:14]=1[C:6]1[C:5]([C:3]([OH:2])=[O:4])=[CH:10][C:9]([C:11]2[S:13][CH:25]=[C:26]([C:28]3[CH:33]=[CH:32][CH:31]=[CH:30][N:29]=3)[N:12]=2)=[CH:8][CH:7]=1)([O-:22])=[O:21]. The yield is 0.790. (7) The reactants are [CH:1](=O)[C:2]1[CH:7]=[CH:6][CH:5]=[CH:4][CH:3]=1.[F:9][C:10]1[CH:18]=[C:17]2[C:13]([CH2:14][O:15][C:16]2=[O:19])=[C:12](/[N:20]=[CH:21]/[C:22]2[N:23]([CH3:27])[CH:24]=[CH:25][N:26]=2)[CH:11]=1.[O-:28][CH2:29][CH3:30].[Na+].C(O)C. The catalyst is C(OCC)(=O)CC. The product is [F:9][C:10]1[CH:18]=[C:17]([C:16]([O:15][CH2:14][CH3:13])=[O:19])[C:30]2[C:29](=[O:28])[CH:1]([C:2]3[CH:7]=[CH:6][CH:5]=[CH:4][CH:3]=3)[CH:21]([C:22]3[N:23]([CH3:27])[CH:24]=[CH:25][N:26]=3)[NH:20][C:12]=2[CH:11]=1. The yield is 0.320. (8) The reactants are Br[C:2]1[CH:16]=[CH:15][C:14]([O:17][CH3:18])=[CH:13][C:3]=1[CH2:4][O:5][Si:6]([C:9]([CH3:12])([CH3:11])[CH3:10])([CH3:8])[CH3:7].[CH2:19](C([Sn])=C(CCCC)CCCC)[CH2:20]CC. The catalyst is C1(C)C=CC=CC=1.C1C=CC([P]([Pd]([P](C2C=CC=CC=2)(C2C=CC=CC=2)C2C=CC=CC=2)([P](C2C=CC=CC=2)(C2C=CC=CC=2)C2C=CC=CC=2)[P](C2C=CC=CC=2)(C2C=CC=CC=2)C2C=CC=CC=2)(C2C=CC=CC=2)C2C=CC=CC=2)=CC=1. The product is [C:9]([Si:6]([CH3:8])([CH3:7])[O:5][CH2:4][C:3]1[CH:13]=[C:14]([O:17][CH3:18])[CH:15]=[CH:16][C:2]=1[CH:19]=[CH2:20])([CH3:12])([CH3:11])[CH3:10]. The yield is 0.890. (9) The reactants are [Cl:1][C:2]1[CH:3]=[C:4]([N:8]2[N:12]=[N:11][C:10]([CH:13]([NH2:15])[CH3:14])=[N:9]2)[CH:5]=[CH:6][CH:7]=1.[C:16]([O:20][C:21](=[O:27])[NH:22][CH2:23][CH2:24][CH:25]=O)([CH3:19])([CH3:18])[CH3:17].[BH-](OC(C)=O)(OC(C)=O)OC(C)=O.[Na+]. The catalyst is ClCCl.C(=O)(O)[O-].[Na+]. The product is [C:16]([O:20][C:21](=[O:27])[NH:22][CH2:23][CH2:24][CH2:25][NH:15][CH:13]([C:10]1[N:11]=[N:12][N:8]([C:4]2[CH:5]=[CH:6][CH:7]=[C:2]([Cl:1])[CH:3]=2)[N:9]=1)[CH3:14])([CH3:19])([CH3:18])[CH3:17]. The yield is 0.880. (10) The product is [CH2:14]([S:20][C:2]1[C:3]([NH:5][C:6](=[O:8])[CH:7]=1)=[O:4])[CH2:15][CH2:16][CH2:17][CH2:18][CH3:19]. The catalyst is CO. The reactants are Br[C:2]1[C:3]([NH:5][C:6](=[O:8])[CH:7]=1)=[O:4].C([O-])(=O)C.[Na+].[CH2:14]([SH:20])[CH2:15][CH2:16][CH2:17][CH2:18][CH3:19]. The yield is 0.860.